This data is from Full USPTO retrosynthesis dataset with 1.9M reactions from patents (1976-2016). The task is: Predict the reactants needed to synthesize the given product. (1) Given the product [OH:8][N:9]1[C:14]2[N:15]=[CH:16][N:17]=[CH:18][C:13]=2[C:12]([NH:19][CH2:20][CH2:21][C:22]2[CH:27]=[CH:26][CH:25]=[CH:24][CH:23]=2)=[CH:11][C:10]1=[O:28], predict the reactants needed to synthesize it. The reactants are: C([O:8][N:9]1[C:14]2[N:15]=[CH:16][N:17]=[CH:18][C:13]=2[C:12]([NH:19][CH2:20][CH2:21][C:22]2[CH:27]=[CH:26][CH:25]=[CH:24][CH:23]=2)=[CH:11][C:10]1=[O:28])C1C=CC=CC=1.[H][H]. (2) Given the product [C:15]([C:12]1[N:13]=[CH:14][C:9]([NH:8][C:5]2[CH:4]=[C:3]([NH:17][CH2:18][CH:19]3[CH2:24][CH2:23][CH2:22][N:21]([C:25]([O:27][C:28]([CH3:31])([CH3:30])[CH3:29])=[O:26])[CH2:20]3)[C:2]([N:1]3[CH:36]=[CH:37][C:38]([C:39]([O:41][CH2:42][CH3:43])=[O:40])=[CH:34]3)=[CH:7][N:6]=2)=[N:10][CH:11]=1)#[N:16], predict the reactants needed to synthesize it. The reactants are: [NH2:1][C:2]1[C:3]([NH:17][CH2:18][CH:19]2[CH2:24][CH2:23][CH2:22][N:21]([C:25]([O:27][C:28]([CH3:31])([CH3:30])[CH3:29])=[O:26])[CH2:20]2)=[CH:4][C:5]([NH:8][C:9]2[CH:14]=[N:13][C:12]([C:15]#[N:16])=[CH:11][N:10]=2)=[N:6][CH:7]=1.CO[CH:34]1[CH:38]([C:39]([O:41][CH2:42][CH3:43])=[O:40])[CH2:37][CH:36](OC)O1. (3) Given the product [C:6]([N:2]=[C:20]=[O:21])(=[O:17])[CH2:7][CH2:8][CH2:9][CH2:10][CH2:11][CH2:12][CH2:13][CH2:14][CH:15]=[CH2:16], predict the reactants needed to synthesize it. The reactants are: O.[N-:2]=[N+]=[N-].[Na+].[C:6](Cl)(=[O:17])[CH2:7][CH2:8][CH2:9][CH2:10][CH2:11][CH2:12][CH2:13][CH2:14][CH:15]=[CH2:16].C[C:20](C)=[O:21]. (4) Given the product [Cl:9][C:5]1[N:4]=[N:3][C:2]([NH2:11])=[C:7]([CH3:8])[CH:6]=1, predict the reactants needed to synthesize it. The reactants are: Cl[C:2]1[N:3]=[N:4][C:5]([Cl:9])=[CH:6][C:7]=1[CH3:8].[OH-].[NH4+:11]. (5) The reactants are: [CH:1]1([N:6]2[C:11]3=[N:12][C:13](S(C)=O)=[N:14][CH:15]=[C:10]3[CH2:9][N:8]([C:19]3[C:24]([F:25])=[C:23]([O:26][CH3:27])[CH:22]=[C:21]([O:28][CH3:29])[C:20]=3[F:30])[C:7]2=[O:31])[CH2:5][CH2:4][CH2:3][CH2:2]1.[NH2:32][CH2:33][C@@H:34]([OH:38])[C@H:35]([OH:37])[CH3:36]. Given the product [CH:1]1([N:6]2[C:11]3=[N:12][C:13]([NH:32][CH2:33][CH:34]([OH:38])[CH:35]([OH:37])[CH3:36])=[N:14][CH:15]=[C:10]3[CH2:9][N:8]([C:19]3[C:24]([F:25])=[C:23]([O:26][CH3:27])[CH:22]=[C:21]([O:28][CH3:29])[C:20]=3[F:30])[C:7]2=[O:31])[CH2:5][CH2:4][CH2:3][CH2:2]1, predict the reactants needed to synthesize it. (6) Given the product [CH3:19][C:17]([CH:13]1[CH2:14][CH2:15][CH2:16][NH:11][CH2:12]1)([CH3:18])[C:20]([OH:22])=[O:21], predict the reactants needed to synthesize it. The reactants are: C(OC([N:11]1[CH2:16][CH2:15][CH2:14][CH:13]([C:17]([C:20]([O:22]CC)=[O:21])([CH3:19])[CH3:18])[CH2:12]1)=O)C1C=CC=CC=1.CO.